This data is from Forward reaction prediction with 1.9M reactions from USPTO patents (1976-2016). The task is: Predict the product of the given reaction. (1) Given the reactants [ClH:1].[F:2][C:3]([F:32])=[CH:4][CH:5]1[N:9](C(OCC)=O)[C:8](=[O:15])[N:7]([CH2:16][C:17]2[N:24]3[C:20]([S:21][C:22]([CH2:25][O:26]C)=[N:23]3)=[N:19][C:18]=2[C:28]([F:31])([F:30])[F:29])[CH2:6]1, predict the reaction product. The product is: [Cl:1][C:3]([F:32])([F:2])[CH2:4][CH:5]1[CH2:6][N:7]([CH2:16][C:17]2[N:24]3[C:20]([S:21][C:22]([CH2:25][OH:26])=[N:23]3)=[N:19][C:18]=2[C:28]([F:31])([F:30])[F:29])[C:8](=[O:15])[NH:9]1. (2) Given the reactants C(NC(C)C)(C)C.C([Li])CCC.CCCCCC.[CH3:19][N:20]1[CH2:25][CH2:24][CH2:23][CH2:22][C:21]1=[O:26].[C:27](OCC)(=[O:29])[CH3:28], predict the reaction product. The product is: [C:27]([CH:22]1[CH2:23][CH2:24][CH2:25][N:20]([CH3:19])[C:21]1=[O:26])(=[O:29])[CH3:28].